The task is: Regression/Classification. Given a drug SMILES string, predict its absorption, distribution, metabolism, or excretion properties. Task type varies by dataset: regression for continuous measurements (e.g., permeability, clearance, half-life) or binary classification for categorical outcomes (e.g., BBB penetration, CYP inhibition). Dataset: b3db_classification.. This data is from Blood-brain barrier permeability classification from the B3DB database. (1) The drug is O=C1[C@@H]2[C@H]3CC[C@@H](C3)[C@H]2C(=O)N1CCCCN1CCN(c2ncccn2)CC1. The result is 1 (penetrates BBB). (2) The drug is CCCN1CN(c2ccc(Br)cc2)C2(CCN(CCCC(=O)c3ccc(F)cc3)CC2)C1=O. The result is 1 (penetrates BBB). (3) The molecule is O=C(N[C@@H](c1ccccn1)C1CC(O)C1)c1ncoc1C1CC1. The result is 0 (does not penetrate BBB).